This data is from Forward reaction prediction with 1.9M reactions from USPTO patents (1976-2016). The task is: Predict the product of the given reaction. (1) Given the reactants [CH3:1][S:2]([CH2:5][CH2:6][CH2:7][O:8][C:9]1[C:10]2[N:11]([C:15]([C:18]3[CH:23]=[CH:22][N:21]=[C:20]([NH:24][CH:25]4[CH2:30][CH2:29][CH:28]([C:31](O)=[O:32])[CH2:27][CH2:26]4)[N:19]=3)=[CH:16][N:17]=2)[CH:12]=[CH:13][CH:14]=1)(=[O:4])=[O:3].F[P-](F)(F)(F)(F)F.N1(O[P+](N(C)C)(N(C)C)N(C)C)C2C=CC=CC=2N=N1.CCN(C(C)C)C(C)C.[NH:70]1[CH2:75][CH2:74][CH:73]([OH:76])[CH2:72][CH2:71]1, predict the reaction product. The product is: [OH:76][CH:73]1[CH2:74][CH2:75][N:70]([C:31]([CH:28]2[CH2:29][CH2:30][CH:25]([NH:24][C:20]3[N:19]=[C:18]([C:15]4[N:11]5[CH:12]=[CH:13][CH:14]=[C:9]([O:8][CH2:7][CH2:6][CH2:5][S:2]([CH3:1])(=[O:3])=[O:4])[C:10]5=[N:17][CH:16]=4)[CH:23]=[CH:22][N:21]=3)[CH2:26][CH2:27]2)=[O:32])[CH2:71][CH2:72]1. (2) Given the reactants [C-:1]#[N:2].[Na+].[Cl-].[NH4+:5].[Cl:6][C:7]1[CH:14]=[C:13]([C:15]2[CH2:19][C:18]([C:24]3[CH:29]=[C:28]([Cl:30])[CH:27]=[C:26]([Cl:31])[CH:25]=3)([C:20]([F:23])([F:22])[F:21])[O:17][N:16]=2)[CH:12]=[CH:11][C:8]=1[CH:9]=O, predict the reaction product. The product is: [NH2:5][CH:9]([C:8]1[CH:11]=[CH:12][C:13]([C:15]2[CH2:19][C:18]([C:24]3[CH:29]=[C:28]([Cl:30])[CH:27]=[C:26]([Cl:31])[CH:25]=3)([C:20]([F:23])([F:22])[F:21])[O:17][N:16]=2)=[CH:14][C:7]=1[Cl:6])[C:1]#[N:2]. (3) Given the reactants [CH3:1][O:2][C:3](=[O:18])[CH2:4][C:5]1[CH:17]=[CH:16][C:8]([C:9]([O:11][C:12]([CH3:15])([CH3:14])[CH3:13])=[O:10])=[CH:7][CH:6]=1.C[Si]([N-][Si](C)(C)C)(C)C.[Na+].Cl[C:30]1[O:31][C:32]2[CH:38]=[CH:37][CH:36]=[CH:35][C:33]=2[N:34]=1, predict the reaction product. The product is: [O:31]1[C:32]2[CH:38]=[CH:37][CH:36]=[CH:35][C:33]=2[N:34]=[C:30]1[CH:4]([C:5]1[CH:17]=[CH:16][C:8]([C:9]([O:11][C:12]([CH3:14])([CH3:15])[CH3:13])=[O:10])=[CH:7][CH:6]=1)[C:3]([O:2][CH3:1])=[O:18]. (4) Given the reactants [N+:1]([C:4]1[CH:15]=[C:8]2[C:9](OC(=O)[NH:13][C:7]2=[CH:6][CH:5]=1)=[O:10])([O-:3])=[O:2].[BH4-].[Na+], predict the reaction product. The product is: [OH:10][CH2:9][C:8]1[CH:15]=[C:4]([N+:1]([O-:3])=[O:2])[CH:5]=[CH:6][C:7]=1[NH2:13]. (5) Given the reactants [CH2:1]([N:3]1[CH2:8][CH2:7][N:6]([C:9]([C:11]2[CH:16]=[CH:15][C:14]([CH3:17])=[C:13]([N+:18]([O-])=O)[CH:12]=2)=[O:10])[CH2:5][CH2:4]1)[CH3:2], predict the reaction product. The product is: [CH2:1]([N:3]1[CH2:8][CH2:7][N:6]([C:9]([C:11]2[CH:16]=[CH:15][C:14]([CH3:17])=[C:13]([NH2:18])[CH:12]=2)=[O:10])[CH2:5][CH2:4]1)[CH3:2]. (6) Given the reactants O[C@@]([C@H]1OCCN(C2C=CC=C(C(F)(F)F)N=2)C1=O)(C)C([O:5][C:6](=O)[C@@:7]([C@H:10]1[O:15][CH2:14][CH2:13][N:12]([C:16]2[CH:21]=[CH:20][CH:19]=[C:18]([C:22]([F:25])([F:24])[F:23])[N:17]=2)[C:11]1=[O:26])([OH:9])[CH3:8])=O.[BH4-].[Na+], predict the reaction product. The product is: [OH:5][CH2:6][C@@:7]([C@H:10]1[O:15][CH2:14][CH2:13][N:12]([C:16]2[CH:21]=[CH:20][CH:19]=[C:18]([C:22]([F:25])([F:24])[F:23])[N:17]=2)[C:11]1=[O:26])([OH:9])[CH3:8].